From a dataset of Full USPTO retrosynthesis dataset with 1.9M reactions from patents (1976-2016). Predict the reactants needed to synthesize the given product. (1) The reactants are: [CH3:1][C:2]1[S:6][C:5]([N:7]2[CH2:12][CH2:11][CH:10]([O:13][C:14]3[S:15][C:16]4[CH:22]=[C:21]([C:23]5[CH2:28][CH2:27][N:26](C(OC(C)(C)C)=O)[CH2:25][CH:24]=5)[CH:20]=[CH:19][C:17]=4[N:18]=3)[CH2:9][CH2:8]2)=[N:4][N:3]=1.C(O)(C(F)(F)F)=O. Given the product [CH3:1][C:2]1[S:6][C:5]([N:7]2[CH2:12][CH2:11][CH:10]([O:13][C:14]3[S:15][C:16]4[CH:22]=[C:21]([C:23]5[CH2:28][CH2:27][NH:26][CH2:25][CH:24]=5)[CH:20]=[CH:19][C:17]=4[N:18]=3)[CH2:9][CH2:8]2)=[N:4][N:3]=1, predict the reactants needed to synthesize it. (2) Given the product [Cl:1][C:2]1[CH:7]=[CH:6][C:5]2[C:8]3[C:9](=[CH:10][C:11]([S:14][CH3:15])=[CH:12][CH:13]=3)[C:17]([OH:19])=[CH:16][C:4]=2[CH:3]=1, predict the reactants needed to synthesize it. The reactants are: [Cl:1][C:2]1[CH:7]=[CH:6][C:5]([C:8]2[CH:13]=[CH:12][C:11]([S:14][CH3:15])=[CH:10][CH:9]=2)=[C:4]([CH2:16][C:17]([OH:19])=O)[CH:3]=1.S(Cl)(Cl)=O.[Cl-].[Cl-].[Cl-].[Al+3].C(OCC)(=O)C. (3) The reactants are: C(OC([N:8]1[CH2:12][CH2:11][CH2:10][CH:9]1[CH2:13][CH2:14][C:15]([OH:17])=[O:16])=O)(C)(C)C.[ClH:18]. Given the product [ClH:18].[NH:8]1[CH2:12][CH2:11][CH2:10][CH:9]1[CH2:13][CH2:14][C:15]([OH:17])=[O:16], predict the reactants needed to synthesize it. (4) Given the product [CH3:5][CH2:4][CH:3]([O:6][C@H:7]1[C@H:12]([NH:13][C:14]([CH3:16])=[O:15])[C@@H:11]([NH2:17])[CH2:10][C:9]([C:18]([O:20][CH2:21][CH3:22])=[O:19])=[CH:8]1)[CH2:2][CH3:1], predict the reactants needed to synthesize it. The reactants are: [CH3:1][CH2:2][CH:3]([O:6][C@H:7]1[C@H:12]([NH:13][C:14]([CH3:16])=[O:15])[C@@H:11]([NH2:17])[CH2:10][C:9]([C:18]([O:20][CH2:21][CH3:22])=[O:19])=[CH:8]1)[CH2:4][CH3:5].OP(O)(O)=O.O.N. (5) Given the product [C:8]([C:10]1[C:18]2[C:13](=[CH:14][CH:15]=[C:16]([CH2:19][CH2:20][NH:21][C:22](=[O:36])[C:23]3[CH:28]=[CH:27][C:26]([C:29]4[CH:34]=[CH:33][N:32]=[C:31]([N:4]5[CH2:5][CH2:6][CH2:7][CH:3]5[CH2:2][OH:1])[N:30]=4)=[CH:25][CH:24]=3)[CH:17]=2)[NH:12][CH:11]=1)#[N:9], predict the reactants needed to synthesize it. The reactants are: [OH:1][CH2:2][CH:3]1[CH2:7][CH2:6][CH2:5][NH:4]1.[C:8]([C:10]1[C:18]2[C:13](=[CH:14][CH:15]=[C:16]([CH2:19][CH2:20][NH:21][C:22](=[O:36])[C:23]3[CH:28]=[CH:27][C:26]([C:29]4[CH:34]=[CH:33][N:32]=[C:31](Cl)[N:30]=4)=[CH:25][CH:24]=3)[CH:17]=2)[NH:12][CH:11]=1)#[N:9]. (6) Given the product [Cl:15][C:16]1[CH:21]=[CH:20][C:19]([C:22]2[N:23]=[C:24]([CH2:27][C:28]([N:33]([O:34][CH3:35])[CH3:32])=[O:30])[S:25][CH:26]=2)=[CH:18][CH:17]=1, predict the reactants needed to synthesize it. The reactants are: C1C=CC2N(O)N=NC=2C=1.C(Cl)CCl.[Cl:15][C:16]1[CH:21]=[CH:20][C:19]([C:22]2[N:23]=[C:24]([CH2:27][C:28]([OH:30])=O)[S:25][CH:26]=2)=[CH:18][CH:17]=1.Cl.[CH3:32][NH:33][O:34][CH3:35].C(N(CC)CC)C.